From a dataset of Full USPTO retrosynthesis dataset with 1.9M reactions from patents (1976-2016). Predict the reactants needed to synthesize the given product. (1) Given the product [CH2:9]([O:11][C:12]1[N:21]=[C:20]2[C:15]([CH:16]=[C:17]([C:26]([CH:2]3[C:3](=[O:7])[CH2:4][CH2:5][CH2:6][C:1]3=[O:8])=[O:27])[C:18]([C:22]([F:23])([F:25])[F:24])=[N:19]2)=[CH:14][CH:13]=1)[CH3:10], predict the reactants needed to synthesize it. The reactants are: [C:1]1(=[O:8])[CH2:6][CH2:5][CH2:4][C:3](=[O:7])[CH2:2]1.[CH2:9]([O:11][C:12]1[N:21]=[C:20]2[C:15]([CH:16]=[C:17]([C:26](O)=[O:27])[C:18]([C:22]([F:25])([F:24])[F:23])=[N:19]2)=[CH:14][CH:13]=1)[CH3:10]. (2) Given the product [NH:1]1[C:5]2[CH:6]=[CH:7][CH:8]=[CH:9][C:4]=2[N:3]=[C:2]1[S:10]([CH2:11][C:12]1[N:17]=[C:16]([NH:18][CH2:19][C:20]([CH3:23])([CH3:22])[CH3:21])[CH:15]=[CH:14][CH:13]=1)=[O:24], predict the reactants needed to synthesize it. The reactants are: [NH:1]1[C:5]2[CH:6]=[CH:7][CH:8]=[CH:9][C:4]=2[N:3]=[C:2]1[S:10][CH2:11][C:12]1[N:17]=[C:16]([NH:18][CH2:19][C:20]([CH3:23])([CH3:22])[CH3:21])[CH:15]=[CH:14][CH:13]=1.[OH2:24]. (3) Given the product [CH3:29][O:28][C:24]1[N:23]=[C:22]([CH:8]([C:4]2[N:3]=[C:2]([NH:34][S:31]([CH3:30])(=[O:33])=[O:32])[CH:7]=[CH:6][CH:5]=2)[CH:9]([C:16]2[CH:17]=[N:18][CH:19]=[CH:20][CH:21]=2)[C:10]2[CH:11]=[N:12][CH:13]=[CH:14][CH:15]=2)[CH:27]=[CH:26][CH:25]=1, predict the reactants needed to synthesize it. The reactants are: Br[C:2]1[CH:7]=[CH:6][CH:5]=[C:4]([CH:8]([C:22]2[CH:27]=[CH:26][CH:25]=[C:24]([O:28][CH3:29])[N:23]=2)[CH:9]([C:16]2[CH:17]=[N:18][CH:19]=[CH:20][CH:21]=2)[C:10]2[CH:11]=[N:12][CH:13]=[CH:14][CH:15]=2)[N:3]=1.[CH3:30][S:31]([NH2:34])(=[O:33])=[O:32].C([O-])([O-])=O.[Cs+].[Cs+].CC1(C)C2C(=C(P(C3C=CC=CC=3)C3C=CC=CC=3)C=CC=2)OC2C(P(C3C=CC=CC=3)C3C=CC=CC=3)=CC=CC1=2. (4) The reactants are: [CH3:1][C:2]1[CH:7]=[CH:6][C:5]([S:8]([CH2:11][CH2:12][CH3:13])(=[O:10])=[O:9])=[CH:4][CH:3]=1.[Br:14]N1C(=O)CCC1=O.S(=O)(=O)(O)O. Given the product [Br:14][C:3]1[CH:4]=[C:5]([S:8]([CH2:11][CH2:12][CH3:13])(=[O:10])=[O:9])[CH:6]=[CH:7][C:2]=1[CH3:1], predict the reactants needed to synthesize it. (5) Given the product [Br:23][C:24]1[CH:25]=[C:26]([CH:30]=[CH:31][CH:32]=1)[C:27]([NH:12][CH:11]1[N:10]=[C:9]([C:13]2[CH:18]=[CH:17][CH:16]=[CH:15][CH:14]=2)[C:8]2[CH:19]=[CH:20][CH:21]=[CH:22][C:7]=2[N:6]2[C:2]([CH3:1])=[N:3][N:4]=[C:5]12)=[O:28], predict the reactants needed to synthesize it. The reactants are: [CH3:1][C:2]1[N:6]2[C:7]3[CH:22]=[CH:21][CH:20]=[CH:19][C:8]=3[C:9]([C:13]3[CH:18]=[CH:17][CH:16]=[CH:15][CH:14]=3)=[N:10][CH:11]([NH2:12])[C:5]2=[N:4][N:3]=1.[Br:23][C:24]1[CH:25]=[C:26]([CH:30]=[CH:31][CH:32]=1)[C:27](Cl)=[O:28].